This data is from NCI-60 drug combinations with 297,098 pairs across 59 cell lines. The task is: Regression. Given two drug SMILES strings and cell line genomic features, predict the synergy score measuring deviation from expected non-interaction effect. (1) Drug 1: CN(C)C1=NC(=NC(=N1)N(C)C)N(C)C. Drug 2: CC1=C(C(CCC1)(C)C)C=CC(=CC=CC(=CC(=O)O)C)C. Cell line: SN12C. Synergy scores: CSS=1.14, Synergy_ZIP=-3.31, Synergy_Bliss=-6.65, Synergy_Loewe=-11.7, Synergy_HSA=-7.38. (2) Drug 1: C1CCC(C1)C(CC#N)N2C=C(C=N2)C3=C4C=CNC4=NC=N3. Drug 2: C1=NC2=C(N=C(N=C2N1C3C(C(C(O3)CO)O)F)Cl)N. Cell line: K-562. Synergy scores: CSS=36.3, Synergy_ZIP=-1.49, Synergy_Bliss=-0.361, Synergy_Loewe=-10.5, Synergy_HSA=-0.606. (3) Drug 1: CC12CCC3C(C1CCC2=O)CC(=C)C4=CC(=O)C=CC34C. Drug 2: C1=CC(=C2C(=C1NCCNCCO)C(=O)C3=C(C=CC(=C3C2=O)O)O)NCCNCCO. Cell line: HOP-92. Synergy scores: CSS=60.1, Synergy_ZIP=-1.27, Synergy_Bliss=-1.72, Synergy_Loewe=0.938, Synergy_HSA=1.52. (4) Drug 1: C1=CC(=C2C(=C1NCCNCCO)C(=O)C3=C(C=CC(=C3C2=O)O)O)NCCNCCO. Drug 2: CCN(CC)CCNC(=O)C1=C(NC(=C1C)C=C2C3=C(C=CC(=C3)F)NC2=O)C. Cell line: BT-549. Synergy scores: CSS=39.6, Synergy_ZIP=7.51, Synergy_Bliss=5.96, Synergy_Loewe=-15.4, Synergy_HSA=3.28.